This data is from Full USPTO retrosynthesis dataset with 1.9M reactions from patents (1976-2016). The task is: Predict the reactants needed to synthesize the given product. (1) Given the product [CH2:7]([O:26][C:17]1[C:16]([Cl:15])=[CH:21][C:20]([N+:22]([O-:24])=[O:23])=[C:19]([F:25])[CH:18]=1)[C:8]1[CH:13]=[CH:12][CH:11]=[CH:10][CH:9]=1, predict the reactants needed to synthesize it. The reactants are: C([O-])([O-])=O.[K+].[K+].[CH2:7](Br)[C:8]1[CH:13]=[CH:12][CH:11]=[CH:10][CH:9]=1.[Cl:15][C:16]1[CH:21]=[C:20]([N+:22]([O-:24])=[O:23])[C:19]([F:25])=[CH:18][C:17]=1[OH:26]. (2) Given the product [Cl:17][C:18]1[CH:23]=[CH:22][CH:21]=[CH:20][C:19]=1[O:24][C:8]1[CH:7]=[CH:6][C:3]([CH:4]=[O:5])=[C:2]([F:1])[CH:9]=1, predict the reactants needed to synthesize it. The reactants are: [F:1][C:2]1[CH:9]=[C:8](F)[CH:7]=[CH:6][C:3]=1[CH:4]=[O:5].C([O-])([O-])=O.[K+].[K+].[Cl:17][C:18]1[CH:23]=[CH:22][CH:21]=[CH:20][C:19]=1[OH:24]. (3) Given the product [C:13]([C:10]1([NH:9][C:7](=[O:8])[C:6]2[CH:16]=[CH:17][CH:18]=[C:4]([N+:1]([O-:3])=[O:2])[CH:5]=2)[CH2:12][CH2:11]1)(=[O:14])[NH2:26], predict the reactants needed to synthesize it. The reactants are: [N+:1]([C:4]1[CH:5]=[C:6]([CH:16]=[CH:17][CH:18]=1)[C:7]([NH:9][C:10]1([C:13](O)=[O:14])[CH2:12][CH2:11]1)=[O:8])([O-:3])=[O:2].C(Cl)(=O)C(Cl)=O.C[N:26](C=O)C.N. (4) Given the product [Br:1][C:2]1[CH:3]=[N:4][CH:5]=[C:6]([S:8]([CH3:9])=[O:18])[CH:7]=1, predict the reactants needed to synthesize it. The reactants are: [Br:1][C:2]1[CH:3]=[N:4][CH:5]=[C:6]([S:8][CH3:9])[CH:7]=1.BrC1C=CC(S(C)=[O:18])=NC=1. (5) Given the product [NH2:23][C:20]1[N:21]=[CH:22][C:17]([C:12]2[CH:11]=[C:10]3[C:15]([CH:16]=[C:7]([NH:6][C:4]([CH:1]4[CH2:2][CH2:3]4)=[O:5])[N:8]=[CH:9]3)=[CH:14][CH:13]=2)=[C:18]([CH3:31])[CH:19]=1, predict the reactants needed to synthesize it. The reactants are: [CH:1]1([C:4]([NH:6][C:7]2[N:8]=[CH:9][C:10]3[C:15]([CH:16]=2)=[CH:14][CH:13]=[C:12]([C:17]2[C:18]([CH3:31])=[CH:19][C:20]([NH:23]C(=O)OC(C)(C)C)=[N:21][CH:22]=2)[CH:11]=3)=[O:5])[CH2:3][CH2:2]1. (6) Given the product [S:25]1[C:26]2[CH:32]=[CH:31][CH:30]=[CH:29][C:27]=2[N:28]=[C:24]1[O:23][C:20]1[CH:19]=[CH:18][C:17]([CH2:16][N:14]2[CH2:15][CH:11]3[CH2:10][N:9]([S:33]([NH2:36])(=[O:34])=[O:35])[CH2:8][CH:12]3[CH2:13]2)=[CH:22][CH:21]=1, predict the reactants needed to synthesize it. The reactants are: C(OC([CH:8]1[CH:12]2[CH2:13][N:14]([CH2:16][C:17]3[CH:22]=[CH:21][C:20]([O:23][C:24]4[S:25][C:26]5[CH:32]=[CH:31][CH:30]=[CH:29][C:27]=5[N:28]=4)=[CH:19][CH:18]=3)[CH2:15][CH:11]2[CH2:10][N:9]1[S:33]([NH2:36])(=[O:35])=[O:34])=O)(C)(C)C.FC(F)(F)C(O)=O.